Predict the product of the given reaction. From a dataset of Forward reaction prediction with 1.9M reactions from USPTO patents (1976-2016). (1) Given the reactants Br[C:2]1[N:7]=[C:6]([C:8]([NH:10][C:11]2[CH:12]=[N:13][CH:14]=[CH:15][C:16]=2[C:17]2[CH2:22][CH:21]([CH3:23])[CH2:20][CH:19]([O:24][Si](C(C)(C)C)(C)C)[CH:18]=2)=[O:9])[CH:5]=[CH:4][C:3]=1[F:32].[F:33][C:34]1[CH:39]=[CH:38][CH:37]=[C:36]([F:40])[C:35]=1B(O)O.C(N(CC)CC)C, predict the reaction product. The product is: [F:33][C:34]1[CH:39]=[CH:38][CH:37]=[C:36]([F:40])[C:35]=1[C:2]1[N:7]=[C:6]([C:8]([NH:10][C:11]2[CH:12]=[N:13][CH:14]=[CH:15][C:16]=2[C:17]2[CH2:22][CH:21]([CH3:23])[CH2:20][CH:19]([OH:24])[CH:18]=2)=[O:9])[CH:5]=[CH:4][C:3]=1[F:32]. (2) Given the reactants [CH2:1]([O:3][C:4](=[O:24])[CH2:5][C:6]1[CH:11]=[CH:10][C:9]([O:12][CH3:13])=[C:8]([O:14][C:15]2[CH:20]=[CH:19][C:18]([Br:21])=[CH:17][C:16]=2[CH:22]=O)[CH:7]=1)[CH3:2].[CH2:25]1[C:33]2[C:28](=[CH:29][CH:30]=[CH:31][CH:32]=2)[C@@H:27]([NH2:34])[C@H:26]1[OH:35], predict the reaction product. The product is: [CH2:1]([O:3][C:4](=[O:24])[CH2:5][C:6]1[CH:11]=[CH:10][C:9]([O:12][CH3:13])=[C:8]([O:14][C:15]2[CH:20]=[CH:19][C:18]([Br:21])=[CH:17][C:16]=2[CH2:22][NH:34][C@@H:27]2[C:28]3[C:33](=[CH:32][CH:31]=[CH:30][CH:29]=3)[CH2:25][C@@H:26]2[OH:35])[CH:7]=1)[CH3:2].